This data is from Reaction yield outcomes from USPTO patents with 853,638 reactions. The task is: Predict the reaction yield, written as a fraction of the theoretical maximum amount of product (1.0 means a 100% yield; for example, 0.34 means a 34% yield). (1) The reactants are CC1C=CC(S([N:11]2[CH:15]=[C:14]([CH:16]=O)[CH:13]=[N:12]2)(=O)=O)=CC=1.[NH2:18][C:19]1[CH:24]=[CH:23][C:22]([Cl:25])=[CH:21][C:20]=1[CH2:26][C:27]([O-:29])=O.[NH2:18][C:19]1[CH:24]=[CH:23][C:22]([Cl:25])=[CH:21][C:20]=1[CH2:26][C:27]([O-:29])=O.[Ba+2].[SiH](CC)(CC)CC. The catalyst is C(O)(C(F)(F)F)=O.C(Cl)Cl.O. The product is [Cl:25][C:22]1[CH:21]=[C:20]2[C:19](=[CH:24][CH:23]=1)[N:18]([CH2:16][C:14]1[CH:15]=[N:11][NH:12][CH:13]=1)[C:27](=[O:29])[CH2:26]2. The yield is 0.0600. (2) The reactants are [CH2:1]([N:4]1[C:13](=[O:14])[C:12]2[C:7](=[N:8][C:9]([N:15]3[CH:19]=CN=C3)=[N:10][CH:11]=2)[N:6]([CH:20]([CH3:22])[CH3:21])[C:5]1=[O:23])[CH:2]=[CH2:3].NC1[CH:30]=[CH:29][C:28]([N:31]2[CH2:36][CH2:35][N:34]([CH3:37])[CH2:33][CH2:32]2)=[CH:27][CH:26]=1. The catalyst is C(Cl)(Cl)Cl. The product is [CH2:1]([N:4]1[C:13](=[O:14])[C:12]2[C:7](=[N:8][C:9]([NH:15][C:19]3[CH:30]=[CH:29][C:28]([N:31]4[CH2:36][CH2:35][N:34]([CH3:37])[CH2:33][CH2:32]4)=[CH:27][CH:26]=3)=[N:10][CH:11]=2)[N:6]([CH:20]([CH3:22])[CH3:21])[C:5]1=[O:23])[CH:2]=[CH2:3]. The yield is 0.600. (3) The reactants are [O:1]=[C:2]1[C:6]2[C:7]([NH:26][C:27]3[CH:28]=[C:29]([CH3:33])[CH:30]=[CH:31][CH:32]=3)=[N:8][C:9]([NH:11][C@@H:12]3[CH2:17][CH2:16][CH2:15][CH2:14][C@@H:13]3[NH:18][C:19](=[O:25])[O:20][C:21]([CH3:24])([CH3:23])[CH3:22])=[CH:10][C:5]=2[CH2:4][NH:3]1.[B-](F)(F)(F)[F:35].[B-](F)(F)(F)F.C1[N+]2(CCl)CC[N+](F)(CC2)C1. No catalyst specified. The product is [F:35][C:10]1[C:5]2[CH2:4][NH:3][C:2](=[O:1])[C:6]=2[C:7]([NH:26][C:27]2[CH:28]=[C:29]([CH3:33])[CH:30]=[CH:31][CH:32]=2)=[N:8][C:9]=1[NH:11][C@@H:12]1[CH2:17][CH2:16][CH2:15][CH2:14][C@@H:13]1[NH:18][C:19](=[O:25])[O:20][C:21]([CH3:24])([CH3:23])[CH3:22]. The yield is 0.460. (4) The reactants are [OH-].[K+].[CH3:3][O:4][C:5]1[CH:6]=[C:7]([CH2:13][O:14][C:15]2[CH:16]=[C:17]([NH2:20])[NH:18][N:19]=2)[CH:8]=[C:9]([O:11][CH3:12])[CH:10]=1.C(=O)(OC(C)(C)C)[O:22][C:23]([O:25][C:26]([CH3:29])([CH3:28])[CH3:27])=O. The catalyst is O.ClCCl. The product is [NH2:20][C:17]1[N:18]([C:23]([O:25][C:26]([CH3:29])([CH3:28])[CH3:27])=[O:22])[N:19]=[C:15]([O:14][CH2:13][C:7]2[CH:6]=[C:5]([O:4][CH3:3])[CH:10]=[C:9]([O:11][CH3:12])[CH:8]=2)[CH:16]=1. The yield is 0.990. (5) The reactants are [Cl:1][C:2]1[CH:9]=[CH:8][CH:7]=[C:6](F)[C:3]=1[C:4]#[N:5].O.[NH2:12][NH2:13].CC(C)=O. The catalyst is C(O)C. The product is [Cl:1][C:2]1[CH:9]=[CH:8][CH:7]=[C:6]2[C:3]=1[C:4]([NH2:5])=[N:12][NH:13]2. The yield is 0.660. (6) The reactants are C(OC(=O)C)(=O)C.[CH:8]([OH:10])=O.[NH2:11][CH2:12][CH2:13][O:14][C:15]1[CH:20]=[CH:19][C:18]([C:21]2[N:22]([CH2:34][CH3:35])[C:23]3[C:28]([C:29]=2[C:30]#[N:31])=[CH:27][CH:26]=[C:25]([O:32][CH3:33])[CH:24]=3)=[CH:17][CH:16]=1.C([O-])(O)=O.[Na+]. The catalyst is C1COCC1.CCOC(C)=O. The product is [C:30]([C:29]1[C:28]2[C:23](=[CH:24][C:25]([O:32][CH3:33])=[CH:26][CH:27]=2)[N:22]([CH2:34][CH3:35])[C:21]=1[C:18]1[CH:19]=[CH:20][C:15]([O:14][CH2:13][CH2:12][NH:11][CH:8]=[O:10])=[CH:16][CH:17]=1)#[N:31]. The yield is 0.860. (7) The reactants are [BH4-].[Na+].[CH2:3]([O:5][C:6]1[CH:7]=[C:8]([N:15]2[CH2:20][CH2:19][CH:18]([N:21]3[CH2:26][CH2:25][N:24]([S:27]([CH3:30])(=[O:29])=[O:28])[CH2:23][CH2:22]3)[CH2:17][CH2:16]2)[CH:9]=[CH:10][C:11]=1[N+:12]([O-])=O)[CH3:4]. The catalyst is C1COCC1.CO. The product is [CH2:3]([O:5][C:6]1[CH:7]=[C:8]([N:15]2[CH2:20][CH2:19][CH:18]([N:21]3[CH2:22][CH2:23][N:24]([S:27]([CH3:30])(=[O:29])=[O:28])[CH2:25][CH2:26]3)[CH2:17][CH2:16]2)[CH:9]=[CH:10][C:11]=1[NH2:12])[CH3:4]. The yield is 0.300. (8) The reactants are [CH:1]1([N:6]2[C:10]3[N:11]=[C:12]([NH:15][C:16]4[CH:24]=[CH:23][C:19]([C:20](O)=[O:21])=[CH:18][N:17]=4)[N:13]=[CH:14][C:9]=3[CH:8]=[C:7]2[C:25](=[O:29])[N:26]([CH3:28])[CH3:27])[CH2:5][CH2:4][CH2:3][CH2:2]1.[CH3:30][N:31]([CH3:38])[CH:32]1[CH2:37][CH2:36][NH:35][CH2:34][CH2:33]1.CN(C(ON1N=NC2C=CC=CC1=2)=[N+](C)C)C.F[P-](F)(F)(F)(F)F.CCN(C(C)C)C(C)C. The catalyst is CN(C=O)C. The product is [CH3:27][N:26]([CH3:28])[C:25]([C:7]1[N:6]([CH:1]2[CH2:2][CH2:3][CH2:4][CH2:5]2)[C:10]2[N:11]=[C:12]([NH:15][C:16]3[CH:24]=[CH:23][C:19]([C:20]([N:35]4[CH2:36][CH2:37][CH:32]([N:31]([CH3:38])[CH3:30])[CH2:33][CH2:34]4)=[O:21])=[CH:18][N:17]=3)[N:13]=[CH:14][C:9]=2[CH:8]=1)=[O:29]. The yield is 0.460. (9) The reactants are [CH2:1]([N:8]1[C:16]2[C:11](=CC=CC=2)[C:10]([CH:17]=[N:18][NH:19][C:20](=[S:22])[NH2:21])=[CH:9]1)[C:2]1[CH:7]=[CH:6][CH:5]=[CH:4][CH:3]=1.Br[CH2:24][C:25]([C:27]1[CH:32]=[CH:31][CH:30]=[CH:29][CH:28]=1)=O. The catalyst is C1COCC1. The product is [CH2:1]([N:8]1[CH2:9][CH2:10][C:17](=[N:18][NH:19][C:20]2[S:22][CH:24]=[C:25]([C:27]3[CH:32]=[CH:31][CH:30]=[CH:29][CH:28]=3)[N:21]=2)[CH2:11][CH2:16]1)[C:2]1[CH:3]=[CH:4][CH:5]=[CH:6][CH:7]=1. The yield is 0.790.